This data is from Full USPTO retrosynthesis dataset with 1.9M reactions from patents (1976-2016). The task is: Predict the reactants needed to synthesize the given product. (1) Given the product [F:33][C:34]([F:43])([F:44])[C:35]1[CH:36]=[C:37]([CH:40]=[CH:41][CH:42]=1)[CH:38]=[C:18]([C:19]([NH:21][C:22]1[CH:27]=[CH:26][CH:25]=[C:24]([C:28]([F:29])([F:30])[F:31])[CH:23]=1)=[O:20])[C:17]([NH:16][C:12]1[CH:13]=[CH:14][CH:15]=[C:10]([S:7]([N:1]2[CH2:6][CH2:5][O:4][CH2:3][CH2:2]2)(=[O:8])=[O:9])[CH:11]=1)=[O:32], predict the reactants needed to synthesize it. The reactants are: [N:1]1([S:7]([C:10]2[CH:11]=[C:12]([NH:16][C:17](=[O:32])[CH2:18][C:19]([NH:21][C:22]3[CH:27]=[CH:26][CH:25]=[C:24]([C:28]([F:31])([F:30])[F:29])[CH:23]=3)=[O:20])[CH:13]=[CH:14][CH:15]=2)(=[O:9])=[O:8])[CH2:6][CH2:5][O:4][CH2:3][CH2:2]1.[F:33][C:34]([F:44])([F:43])[C:35]1[CH:36]=[C:37]([CH:40]=[CH:41][CH:42]=1)[CH:38]=O. (2) Given the product [Br:23][C:19]1[CH:18]=[CH:17][C:16]2[N:15]=[CH:14][C:13]3[NH:12][C:11](=[O:24])[N:10]([C:8]4[C:7]([CH3:25])=[N:6][N:5]([CH2:4][C:3]([OH:26])=[O:2])[CH:9]=4)[C:22]=3[C:21]=2[CH:20]=1, predict the reactants needed to synthesize it. The reactants are: C[O:2][C:3](=[O:26])[CH2:4][N:5]1[CH:9]=[C:8]([N:10]2[C:22]3[C:21]4[CH:20]=[C:19]([Br:23])[CH:18]=[CH:17][C:16]=4[N:15]=[CH:14][C:13]=3[NH:12][C:11]2=[O:24])[C:7]([CH3:25])=[N:6]1.C([N+](CCCC)(CCCC)CCCC)CCC.[OH-].[Na+].